Dataset: Forward reaction prediction with 1.9M reactions from USPTO patents (1976-2016). Task: Predict the product of the given reaction. Given the reactants Cl[C:2]1[N:7]=[C:6]([NH:8][C:9]2[CH:17]=[CH:16][CH:15]=[CH:14][C:10]=2[C:11]([NH2:13])=[O:12])[C:5]([Cl:18])=[CH:4][N:3]=1.[N:19]1([CH2:24][C:25]2[CH:26]=[C:27]([CH:29]=[CH:30][CH:31]=2)[NH2:28])[CH2:23][CH2:22][CH2:21][CH2:20]1.Cl, predict the reaction product. The product is: [Cl:18][C:5]1[C:6]([NH:8][C:9]2[CH:17]=[CH:16][CH:15]=[CH:14][C:10]=2[C:11]([NH2:13])=[O:12])=[N:7][C:2]([NH:28][C:27]2[CH:29]=[CH:30][CH:31]=[C:25]([CH2:24][N:19]3[CH2:20][CH2:21][CH2:22][CH2:23]3)[CH:26]=2)=[N:3][CH:4]=1.